This data is from Reaction yield outcomes from USPTO patents with 853,638 reactions. The task is: Predict the reaction yield, written as a fraction of the theoretical maximum amount of product (1.0 means a 100% yield; for example, 0.34 means a 34% yield). (1) The reactants are CC1C=CC(S(OCC2CC3C=CC=C(C(C)C)C=3O2)(=O)=O)=CC=1.[N-]=[N+]=[N-].[Na+].[CH:29]([C:32]1[C:40]2[O:39][CH:38]([CH2:41][N:42]=[N+]=[N-])[CH2:37][C:36]=2[CH:35]=[CH:34][CH:33]=1)([CH3:31])[CH3:30].[N-]=[N+]=[N-]. The catalyst is [Pd]. The product is [CH:29]([C:32]1[C:40]2[O:39][CH:38]([CH2:41][NH2:42])[CH2:37][C:36]=2[CH:35]=[CH:34][CH:33]=1)([CH3:31])[CH3:30]. The yield is 0.690. (2) The reactants are [OH:1][C:2]1[CH:7]=[CH:6][C:5]([CH2:8][C:9]([OH:11])=[O:10])=[CH:4][CH:3]=1.[C:12](OC(=O)C)(=[O:14])[CH3:13]. The catalyst is S(=O)(=O)(O)O.O. The product is [C:12]([O:1][C:2]1[CH:3]=[CH:4][C:5]([CH2:8][C:9]([OH:11])=[O:10])=[CH:6][CH:7]=1)(=[O:14])[CH3:13]. The yield is 0.930. (3) The reactants are [CH3:1][O:2][C:3](=[O:15])[C:4]1[C:5](=[C:10](I)[CH:11]=[CH:12][CH:13]=1)[C:6]([O:8][CH3:9])=[O:7].[CH3:16][O:17][C:18]1[CH:23]=[C:22]([O:24][CH2:25][CH2:26][N:27]2[CH2:32][CH2:31][O:30][CH2:29][CH2:28]2)[CH:21]=[CH:20][C:19]=1[NH2:33].C1C=CC(P(C2C(C3C(P(C4C=CC=CC=4)C4C=CC=CC=4)=CC=C4C=3C=CC=C4)=C3C(C=CC=C3)=CC=2)C2C=CC=CC=2)=CC=1.C(=O)([O-])[O-].[Cs+].[Cs+]. The catalyst is C1(C)C=CC=CC=1.C(Cl)Cl.C1C=CC(/C=C/C(/C=C/C2C=CC=CC=2)=O)=CC=1.C1C=CC(/C=C/C(/C=C/C2C=CC=CC=2)=O)=CC=1.C1C=CC(/C=C/C(/C=C/C2C=CC=CC=2)=O)=CC=1.[Pd].[Pd]. The product is [CH3:1][O:2][C:3](=[O:15])[C:4]1[C:5](=[C:10]([NH:33][C:19]2[CH:20]=[CH:21][C:22]([O:24][CH2:25][CH2:26][N:27]3[CH2:28][CH2:29][O:30][CH2:31][CH2:32]3)=[CH:23][C:18]=2[O:17][CH3:16])[CH:11]=[CH:12][CH:13]=1)[C:6]([O:8][CH3:9])=[O:7]. The yield is 0.720.